Dataset: Full USPTO retrosynthesis dataset with 1.9M reactions from patents (1976-2016). Task: Predict the reactants needed to synthesize the given product. (1) Given the product [CH2:68]([O:67][C:55]1[CH:56]=[C:57]([O:60][CH2:61][CH2:62][CH2:63][CH2:64][CH2:65][CH3:66])[CH:58]=[CH:59][C:54]=1[C:51]1[CH:52]=[CH:53][C:48]([C:21]([C:22]2[CH:23]=[CH:24][C:25]([C:28]3[CH:33]=[CH:32][C:31]([O:34][CH2:35][CH2:36][CH2:37][CH2:38][CH2:39][CH3:40])=[CH:30][C:29]=3[O:41][CH2:42][CH2:43][CH2:44][CH2:45][CH2:46][CH3:47])=[CH:26][CH:27]=2)=[CH:20][C:17]2[CH:18]=[CH:19][C:14]([N:5]3[C:6]4[CH:7]=[CH:8][CH:9]=[CH:10][C:11]=4[CH:12]4[CH2:1][CH2:2][CH2:3][CH:4]34)=[CH:15][CH:16]=2)=[CH:49][CH:50]=1)[CH2:69][CH2:70][CH2:71][CH2:72][CH3:73], predict the reactants needed to synthesize it. The reactants are: [CH2:1]1[CH:12]2[CH:4]([NH:5][C:6]3[CH:7]=[CH:8][CH:9]=[CH:10][C:11]=32)[CH2:3][CH2:2]1.Cl[C:14]1[CH:19]=[CH:18][C:17]([CH:20]=[C:21]([C:48]2[CH:53]=[CH:52][C:51]([C:54]3[CH:59]=[CH:58][C:57]([O:60][CH2:61][CH2:62][CH2:63][CH2:64][CH2:65][CH3:66])=[CH:56][C:55]=3[O:67][CH2:68][CH2:69][CH2:70][CH2:71][CH2:72][CH3:73])=[CH:50][CH:49]=2)[C:22]2[CH:27]=[CH:26][C:25]([C:28]3[CH:33]=[CH:32][C:31]([O:34][CH2:35][CH2:36][CH2:37][CH2:38][CH2:39][CH3:40])=[CH:30][C:29]=3[O:41][CH2:42][CH2:43][CH2:44][CH2:45][CH2:46][CH3:47])=[CH:24][CH:23]=2)=[CH:16][CH:15]=1.C(OC1C=C(OCCCCCC)C=CC=1C1C=CC(N2C3C=CC(Br)=CC=3C3CCCC23)=CC=1)CCCCC. (2) Given the product [CH2:38]([O:37][C:12]1[C:11]([C:9]([OH:10])=[O:8])=[CH:16][C:15]([C:17]([OH:19])=[O:18])=[CH:14][C:13]=1[C:27]([OH:29])=[O:28])[C:39]1[CH:40]=[CH:41][CH:42]=[CH:43][CH:44]=1, predict the reactants needed to synthesize it. The reactants are: C([O:8][C:9]([C:11]1[CH:16]=[C:15]([C:17]([O:19]CC2C=CC=CC=2)=[O:18])[CH:14]=[C:13]([C:27]([O:29]CC2C=CC=CC=2)=[O:28])[C:12]=1[O:37][CH2:38][C:39]1[CH:44]=[CH:43][CH:42]=[CH:41][CH:40]=1)=[O:10])C1C=CC=CC=1.[OH-].[Na+]. (3) Given the product [CH3:1][N:2]1[CH2:6][CH2:5][N:4]([C:7]2[C:15]3[C:10](=[CH:11][N:12]=[C:13]([C:16]4[CH:17]=[N:18][CH:19]=[CH:20][CH:21]=4)[CH:14]=3)[NH:9][N:8]=2)[C:3]1=[O:28], predict the reactants needed to synthesize it. The reactants are: [CH3:1][N:2]1[CH2:6][CH2:5][N:4]([C:7]2[C:15]3[C:10](=[CH:11][N:12]=[C:13]([C:16]4[CH:17]=[N:18][CH:19]=[CH:20][CH:21]=4)[CH:14]=3)[N:9](C3CCCCO3)[N:8]=2)[C:3]1=[O:28]. (4) The reactants are: [OH:1][C:2]1[CH:21]=[C:20]([C:22]([F:25])([F:24])[F:23])[CH:19]=[CH:18][C:3]=1[NH:4][CH:5]1[CH2:10][CH2:9][N:8]([C:11]([O:13][C:14]([CH3:17])([CH3:16])[CH3:15])=[O:12])[CH2:7][CH2:6]1.[H-].[Na+].Br[CH2:29][C:30](OC)=[O:31].O. Given the product [O:31]=[C:30]1[N:4]([CH:5]2[CH2:10][CH2:9][N:8]([C:11]([O:13][C:14]([CH3:17])([CH3:16])[CH3:15])=[O:12])[CH2:7][CH2:6]2)[C:3]2[CH:18]=[CH:19][C:20]([C:22]([F:25])([F:23])[F:24])=[CH:21][C:2]=2[O:1][CH2:29]1, predict the reactants needed to synthesize it. (5) Given the product [F:1][C:2]1[CH:25]=[C:24]([N+:26]([O-:28])=[O:27])[CH:23]=[CH:22][C:3]=1[O:4][C:5]1[CH:10]=[CH:9][N:8]=[C:7]2[CH:11]=[C:12]([C:14]3[N:15]=[CH:16][C:17]([CH2:18][NH:33][CH2:32][CH2:31][O:30][CH3:29])=[CH:20][CH:21]=3)[S:13][C:6]=12, predict the reactants needed to synthesize it. The reactants are: [F:1][C:2]1[CH:25]=[C:24]([N+:26]([O-:28])=[O:27])[CH:23]=[CH:22][C:3]=1[O:4][C:5]1[CH:10]=[CH:9][N:8]=[C:7]2[CH:11]=[C:12]([C:14]3[CH:21]=[CH:20][C:17]([CH:18]=O)=[CH:16][N:15]=3)[S:13][C:6]=12.[CH3:29][O:30][CH2:31][CH2:32][NH2:33].C(O[BH-](OC(=O)C)OC(=O)C)(=O)C.[Na+].